This data is from Forward reaction prediction with 1.9M reactions from USPTO patents (1976-2016). The task is: Predict the product of the given reaction. (1) Given the reactants C[O:2][CH:3]1[CH2:8][CH2:7][CH:6]([C:9]2[NH:13][C:12]3[CH:14]=[CH:15][CH:16]=[CH:17][C:11]=3[N:10]=2)[CH2:5][CH2:4]1, predict the reaction product. The product is: [NH:10]1[C:11]2[CH:17]=[CH:16][CH:15]=[CH:14][C:12]=2[N:13]=[C:9]1[CH:6]1[CH2:7][CH2:8][CH:3]([OH:2])[CH2:4][CH2:5]1. (2) Given the reactants [CH2:1]([O:3][C:4]1[CH:13]=[C:12]2[C:7]([C:8](=O)[NH:9][CH:10]=[N:11]2)=[CH:6][C:5]=1[O:15][CH3:16])[CH3:2].O=P(Cl)(Cl)[Cl:19], predict the reaction product. The product is: [Cl:19][C:8]1[C:7]2[C:12](=[CH:13][C:4]([O:3][CH2:1][CH3:2])=[C:5]([O:15][CH3:16])[CH:6]=2)[N:11]=[CH:10][N:9]=1.